This data is from Reaction yield outcomes from USPTO patents with 853,638 reactions. The task is: Predict the reaction yield, written as a fraction of the theoretical maximum amount of product (1.0 means a 100% yield; for example, 0.34 means a 34% yield). (1) The reactants are Cl[C:2]1[N:7]=[C:6]([C:8]2[S:12][CH:11]=[N:10][C:9]=2[C:13]2[CH:14]=[C:15]([NH:19][S:20]([C:23]3[C:28]([F:29])=[CH:27][CH:26]=[CH:25][C:24]=3[F:30])(=[O:22])=[O:21])[CH:16]=[CH:17][CH:18]=2)[CH:5]=[CH:4][N:3]=1.[NH4+:31].[OH-]. No catalyst specified. The product is [NH2:31][C:2]1[N:7]=[C:6]([C:8]2[S:12][CH:11]=[N:10][C:9]=2[C:13]2[CH:14]=[C:15]([NH:19][S:20]([C:23]3[C:28]([F:29])=[CH:27][CH:26]=[CH:25][C:24]=3[F:30])(=[O:22])=[O:21])[CH:16]=[CH:17][CH:18]=2)[CH:5]=[CH:4][N:3]=1. The yield is 0.647. (2) The reactants are Br[CH2:2][C:3]([C:5]1[C:10]([CH3:11])=[CH:9][C:8]([S:12]([CH3:15])(=[O:14])=[O:13])=[CH:7][C:6]=1[CH3:16])=O.[NH2:17][C:18]([NH2:20])=[S:19]. The catalyst is CCO. The product is [CH3:16][C:6]1[CH:7]=[C:8]([S:12]([CH3:15])(=[O:14])=[O:13])[CH:9]=[C:10]([CH3:11])[C:5]=1[C:3]1[N:17]=[C:18]([NH2:20])[S:19][CH:2]=1. The yield is 0.470. (3) The reactants are [OH:1][C:2]1[CH:11]=[CH:10][C:5]2[C:6](=[O:9])[CH2:7][O:8][C:4]=2[C:3]=1[CH2:12][N:13]1[CH2:18][CH2:17][N:16]([C:19]([O:21][C:22]([CH3:25])([CH3:24])[CH3:23])=[O:20])[CH2:15][CH2:14]1.[CH2:26]([O:33][C:34]1[CH:35]=[CH:36][CH:37]=[C:38]2[C:42]=1[NH:41][CH:40]=[C:39]2[CH:43]=O)[C:27]1[CH:32]=[CH:31][CH:30]=[CH:29][CH:28]=1. The catalyst is CO.N1CCCCC1. The product is [CH2:26]([O:33][C:34]1[CH:35]=[CH:36][CH:37]=[C:38]2[C:42]=1[NH:41][CH:40]=[C:39]2/[CH:43]=[C:7]1\[O:8][C:4]2[C:3]([CH2:12][N:13]3[CH2:14][CH2:15][N:16]([C:19]([O:21][C:22]([CH3:25])([CH3:24])[CH3:23])=[O:20])[CH2:17][CH2:18]3)=[C:2]([OH:1])[CH:11]=[CH:10][C:5]=2[C:6]\1=[O:9])[C:27]1[CH:32]=[CH:31][CH:30]=[CH:29][CH:28]=1. The yield is 0.610. (4) The reactants are C(O)(=[O:3])C.[OH:5][C:6]1[C:15](=[O:16])[C:14]2[C:9](=[C:10]([CH2:19][CH2:20][C:21](O)([CH3:23])[CH3:22])[C:11]([OH:18])=[CH:12][C:13]=2[OH:17])[O:8][C:7]=1[C:25]1[CH:30]=[CH:29][C:28]([O:31][CH3:32])=[CH:27][CH:26]=1.[Cl:33][CH2:34][C:35]#[N:36].S(=O)(=O)(O)O.C([O-])(O)=O.[Na+]. No catalyst specified. The product is [Cl:33][CH2:34][C:35]([NH:36][C:21]([CH3:22])([CH2:20][CH2:19][C:10]1[C:11]([OH:18])=[CH:12][C:13]([OH:17])=[C:14]2[C:9]=1[O:8][C:7]([C:25]1[CH:26]=[CH:27][C:28]([O:31][CH3:32])=[CH:29][CH:30]=1)=[C:6]([OH:5])[C:15]2=[O:16])[CH3:23])=[O:3]. The yield is 0.580. (5) The reactants are S(Cl)([Cl:3])=O.Cl.[NH2:6][CH2:7][C:8](=[O:14])[CH2:9][CH2:10][C:11]([OH:13])=[O:12]. The catalyst is CN(C)C=O. The product is [ClH:3].[NH2:6][CH2:7][C:8](=[O:14])[CH2:9][CH2:10][C:11]([O:13][CH2:10][CH2:9][CH:8]=[CH2:7])=[O:12]. The yield is 0.770. (6) The reactants are [CH:1]12[N:7]([CH2:8][CH2:9][O:10][C:11]3[CH:16]=[CH:15][C:14]([NH2:17])=[CH:13][C:12]=3[C:18]3[N:19]([CH3:24])[N:20]=[CH:21][C:22]=3[Br:23])[CH:4]([CH2:5][CH2:6]1)[CH2:3][CH2:2]2.C1C([N+]([O-])=O)=CC=C([Cl-][C:35]([O-])=[O:36])C=1.[F:38][C:39]([F:49])([F:48])[C:40]1[CH:41]=[C:42]([CH:45]=[CH:46][CH:47]=1)[CH2:43][NH2:44].C(N(CC)C(C)C)(C)C. The catalyst is ClCCCl. The product is [CH:4]12[N:7]([CH2:8][CH2:9][O:10][C:11]3[CH:16]=[CH:15][C:14]([NH:17][C:35]([NH:44][CH2:43][C:42]4[CH:45]=[CH:46][CH:47]=[C:40]([C:39]([F:48])([F:49])[F:38])[CH:41]=4)=[O:36])=[CH:13][C:12]=3[C:18]3[N:19]([CH3:24])[N:20]=[CH:21][C:22]=3[Br:23])[CH:1]([CH2:2][CH2:3]1)[CH2:6][CH2:5]2. The yield is 0.650. (7) The reactants are I[C:2]1[CH:7]=[CH:6][N:5]=[C:4]2[NH:8][N:9]=[CH:10][C:3]=12.[Br:11][C:12]1[CH:13]=[C:14]([C:27]([CH3:31])([CH3:30])[C:28]#[N:29])[CH:15]=[C:16](B2OC(C)(C)C(C)(C)O2)[CH:17]=1.C(=O)([O-])[O-].[Na+].[Na+]. The catalyst is COCCOC.C1C=CC([P]([Pd]([P](C2C=CC=CC=2)(C2C=CC=CC=2)C2C=CC=CC=2)([P](C2C=CC=CC=2)(C2C=CC=CC=2)C2C=CC=CC=2)[P](C2C=CC=CC=2)(C2C=CC=CC=2)C2C=CC=CC=2)(C2C=CC=CC=2)C2C=CC=CC=2)=CC=1. The product is [Br:11][C:12]1[CH:13]=[C:14]([C:27]([CH3:31])([CH3:30])[C:28]#[N:29])[CH:15]=[C:16]([C:2]2[CH:7]=[CH:6][N:5]=[C:4]3[NH:8][N:9]=[CH:10][C:3]=23)[CH:17]=1. The yield is 0.770.